From a dataset of Reaction yield outcomes from USPTO patents with 853,638 reactions. Predict the reaction yield, written as a fraction of the theoretical maximum amount of product (1.0 means a 100% yield; for example, 0.34 means a 34% yield). (1) The reactants are O1[C:5]2([CH2:10][CH2:9][CH:8]([CH2:11][O:12][C:13]3[C:25]([CH:26]4[CH2:28][CH2:27]4)=[CH:24][C:16]([C:17]([O:19][C:20]([CH3:23])([CH3:22])[CH3:21])=[O:18])=[C:15]([F:29])[CH:14]=3)[CH2:7][CH2:6]2)[O:4]CC1.FC(F)(F)C(O)=O. The catalyst is O1CCCC1.O.C(OCC)(=O)C. The product is [CH:26]1([C:25]2[C:13]([O:12][CH2:11][CH:8]3[CH2:7][CH2:6][C:5](=[O:4])[CH2:10][CH2:9]3)=[CH:14][C:15]([F:29])=[C:16]([CH:24]=2)[C:17]([O:19][C:20]([CH3:21])([CH3:22])[CH3:23])=[O:18])[CH2:28][CH2:27]1. The yield is 0.960. (2) The reactants are [CH3:1][O:2][C:3](=[O:32])[C@H:4]([CH2:13][C:14]1[CH:19]=[CH:18][C:17]([NH:20][C:21]([C:23]2[CH:28]=[C:27]([C:29]#[N:30])[CH:26]=[CH:25][C:24]=2[Cl:31])=[O:22])=[CH:16][CH:15]=1)[NH:5]C(OC(C)(C)C)=O.[F:33][C:34]([F:39])([F:38])[C:35]([OH:37])=[O:36]. The catalyst is ClCCl. The product is [OH:37][C:35]([C:34]([F:39])([F:38])[F:33])=[O:36].[CH3:1][O:2][C:3](=[O:32])[C@H:4]([CH2:13][C:14]1[CH:15]=[CH:16][C:17]([NH:20][C:21]([C:23]2[CH:28]=[C:27]([C:29]#[N:30])[CH:26]=[CH:25][C:24]=2[Cl:31])=[O:22])=[CH:18][CH:19]=1)[NH2:5]. The yield is 1.00. (3) The reactants are [CH3:1][O:2][C:3]1[CH:4]=[C:5]([CH:11]([C:13]2[CH:18]=[CH:17][C:16]([O:19][CH3:20])=[C:15]([N+:21]([O-:23])=[O:22])[CH:14]=2)[OH:12])[CH:6]=[C:7]([O:9][CH3:10])[CH:8]=1. The catalyst is C(Cl)Cl.O=[Mn]=O. The product is [CH3:10][O:9][C:7]1[CH:6]=[C:5]([C:11]([C:13]2[CH:18]=[CH:17][C:16]([O:19][CH3:20])=[C:15]([N+:21]([O-:23])=[O:22])[CH:14]=2)=[O:12])[CH:4]=[C:3]([O:2][CH3:1])[CH:8]=1. The yield is 0.790. (4) The product is [F:1][C:2]1[CH:15]=[C:14]([O:16][C:17]2[CH:22]=[CH:21][CH:20]=[CH:19][CH:18]=2)[CH:13]=[CH:12][C:3]=1[CH2:4][OH:5]. The reactants are [F:1][C:2]1[CH:15]=[C:14]([O:16][C:17]2[CH:22]=[CH:21][CH:20]=[CH:19][CH:18]=2)[CH:13]=[CH:12][C:3]=1[CH2:4][O:5]C1CCCCO1.CO.O.C1(C)C=CC(S(O)(=O)=O)=CC=1. The catalyst is CCOC(C)=O. The yield is 0.950. (5) The reactants are Br[C:2]1[N:3]=[C:4]([C:9]2[NH:13][C:12]3[CH:14]=[C:15]([CH3:18])[CH:16]=[CH:17][C:11]=3[N:10]=2)[C:5]([NH2:8])=[N:6][CH:7]=1.[N:19]1([C:26](=[O:28])[CH3:27])[CH2:25][CH2:24][CH2:23][NH:22][CH2:21][CH2:20]1. The catalyst is CN1C(=O)CCC1. The product is [NH2:8][C:5]1[N:6]=[CH:7][C:2]([N:22]2[CH2:23][CH2:24][CH2:25][N:19]([C:26](=[O:28])[CH3:27])[CH2:20][CH2:21]2)=[N:3][C:4]=1[C:9]1[NH:13][C:12]2[CH:14]=[C:15]([CH3:18])[CH:16]=[CH:17][C:11]=2[N:10]=1. The yield is 0.540. (6) The reactants are [NH2:1][C:2]1[NH:6][CH:5]=[N:4][C:3]=1[C:7]([NH2:9])=[O:8].[CH2:10](OS(C1C=CC(C)=CC=1)(=O)=O)[CH2:11][CH2:12][CH3:13].C([O-])([O-])=O.[Cs+].[Cs+]. The catalyst is CN(C=O)C. The product is [NH2:1][C:2]1[N:6]([CH2:10][CH2:11][CH2:12][CH3:13])[CH:5]=[N:4][C:3]=1[C:7]([NH2:9])=[O:8]. The yield is 0.620. (7) The reactants are [C:1]([O:7][CH2:8][N:9]1[C:13]2[N:14]=[N:15][CH:16]=[C:17]([C:18]3[CH:19]=[N:20][N:21]([C@@H:23]([CH:27]4[CH2:31][CH2:30][CH2:29][CH2:28]4)[CH2:24][CH:25]=[O:26])[CH:22]=3)[C:12]=2[CH:11]=[CH:10]1)(=[O:6])[C:2]([CH3:5])([CH3:4])[CH3:3].[BH4-].[Na+].CO. The catalyst is C1COCC1. The product is [C:1]([O:7][CH2:8][N:9]1[C:13]2[N:14]=[N:15][CH:16]=[C:17]([C:18]3[CH:19]=[N:20][N:21]([C@@H:23]([CH:27]4[CH2:31][CH2:30][CH2:29][CH2:28]4)[CH2:24][CH2:25][OH:26])[CH:22]=3)[C:12]=2[CH:11]=[CH:10]1)(=[O:6])[C:2]([CH3:4])([CH3:5])[CH3:3]. The yield is 0.480. (8) The reactants are [NH:1]1[C:9]2[C:4](=[CH:5][CH:6]=[CH:7][CH:8]=2)[C:3](=[O:10])[C:2]1=[O:11].I[CH2:13][CH3:14].C(=O)([O-])[O-].[K+].[K+]. The catalyst is CN(C=O)C.C(OCC)(=O)C. The product is [CH2:13]([N:1]1[C:9]2[C:4](=[CH:5][CH:6]=[CH:7][CH:8]=2)[C:3](=[O:10])[C:2]1=[O:11])[CH3:14]. The yield is 1.00.